From a dataset of Reaction yield outcomes from USPTO patents with 853,638 reactions. Predict the reaction yield, written as a fraction of the theoretical maximum amount of product (1.0 means a 100% yield; for example, 0.34 means a 34% yield). (1) The product is [ClH:11].[F:1][C:2]1[CH:7]=[CH:6][C:5]([S:8]([N:35]([CH2:34][CH2:33][N:30]2[CH2:29][CH2:28][N:27]([C:22]3[C:21]([C:18]4[CH:19]=[CH:20][C:15]([CH2:14][O:13][CH3:12])=[CH:16][CH:17]=4)=[N:26][CH:25]=[CH:24][N:23]=3)[CH2:32][CH2:31]2)[CH3:36])(=[O:10])=[O:9])=[CH:4][CH:3]=1. The catalyst is ClCCl. The yield is 1.00. The reactants are [F:1][C:2]1[CH:7]=[CH:6][C:5]([S:8]([Cl:11])(=[O:10])=[O:9])=[CH:4][CH:3]=1.[CH3:12][O:13][CH2:14][C:15]1[CH:20]=[CH:19][C:18]([C:21]2[C:22]([N:27]3[CH2:32][CH2:31][N:30]([CH2:33][CH2:34][NH:35][CH3:36])[CH2:29][CH2:28]3)=[N:23][CH:24]=[CH:25][N:26]=2)=[CH:17][CH:16]=1.N1CCOCC1. (2) The reactants are [F:1][C:2]([F:44])([F:43])[C:3]1[CH:4]=[C:5]([CH:36]=[C:37]([C:39]([F:42])([F:41])[F:40])[CH:38]=1)[CH2:6][N:7]([C:29]1[N:34]=[CH:33][C:32](Br)=[CH:31][N:30]=1)[C@@H:8]1[CH2:12][N:11]([C:13]2[C:18]([Cl:19])=[CH:17][N:16]=[C:15]([N:20]3[CH2:25][CH2:24][CH:23]([OH:26])[CH2:22][CH2:21]3)[N:14]=2)[C@H:10]([CH2:27][CH3:28])[CH2:9]1.[NH:45]1[CH:49]=[CH:48][N:47]=[CH:46]1.C([O-])([O-])=O.[K+].[K+].CN(C)CC(O)=O.N.O. The catalyst is [Cu]I.CCOC(C)=O.CS(C)=O. The product is [F:1][C:2]([F:44])([F:43])[C:3]1[CH:4]=[C:5]([CH:36]=[C:37]([C:39]([F:42])([F:41])[F:40])[CH:38]=1)[CH2:6][N:7]([C:29]1[N:34]=[CH:33][C:32]([N:45]2[CH:49]=[CH:48][N:47]=[CH:46]2)=[CH:31][N:30]=1)[C@@H:8]1[CH2:12][N:11]([C:13]2[C:18]([Cl:19])=[CH:17][N:16]=[C:15]([N:20]3[CH2:25][CH2:24][CH:23]([OH:26])[CH2:22][CH2:21]3)[N:14]=2)[C@H:10]([CH2:27][CH3:28])[CH2:9]1. The yield is 0.200. (3) The reactants are [NH2:1][C:2]1[C:7]([F:8])=[CH:6][CH:5]=[CH:4][C:3]=1[NH:9][CH2:10][CH2:11][C:12]([O:14]CC)=O.C1(C)C=CC=CC=1. The catalyst is C(OCC)(=O)C.C(O[Ti](OC(C)C)(OC(C)C)OC(C)C)(C)C. The product is [F:8][C:7]1[C:2]2[NH:1][C:12](=[O:14])[CH2:11][CH2:10][NH:9][C:3]=2[CH:4]=[CH:5][CH:6]=1. The yield is 0.970. (4) The reactants are [CH:1]1([C:4]2[C:5]([O:30][CH2:31][C:32]([F:35])([F:34])[F:33])=[CH:6][C:7]([C:10]([NH:12][C:13]([C:24]3[N:28]=[C:27]([CH3:29])[O:26][N:25]=3)([CH3:23])[CH2:14][O:15]CC3C=CC=CC=3)=[O:11])=[N:8][CH:9]=2)[CH2:3][CH2:2]1.B(Br)(Br)Br. The catalyst is ClCCl. The product is [CH:1]1([C:4]2[C:5]([O:30][CH2:31][C:32]([F:33])([F:35])[F:34])=[CH:6][C:7]([C:10]([NH:12][C:13]([C:24]3[N:28]=[C:27]([CH3:29])[O:26][N:25]=3)([CH3:23])[CH2:14][OH:15])=[O:11])=[N:8][CH:9]=2)[CH2:3][CH2:2]1. The yield is 0.850. (5) The reactants are [CH3:1][O:2][C:3]1[CH:8]=[CH:7][CH:6]=[CH:5][C:4]=1[C:9]1[C:10]([CH2:22][O:23][C:24](=[O:32])[C:25]2[CH:30]=[CH:29][C:28]([CH3:31])=[CH:27][CH:26]=2)=[C:11]2[C:16](=[CH:17][CH:18]=1)[NH:15][C:14]([CH3:20])([CH3:19])[CH:13]=[C:12]2[CH3:21]. The catalyst is C(OCC)(=O)C. The product is [CH3:1][O:2][C:3]1[CH:8]=[CH:7][C:6]([C:3](=[O:2])[CH2:4][C:9]2[CH:10]=[CH:11][CH:16]=[CH:17][CH:18]=2)=[CH:5][C:4]=1[C:9]1[C:10]([CH2:22][O:23][C:24](=[O:32])[C:25]2[CH:30]=[CH:29][C:28]([CH3:31])=[CH:27][CH:26]=2)=[C:11]2[C:16](=[CH:17][CH:18]=1)[NH:15][C:14]([CH3:20])([CH3:19])[CH:13]=[C:12]2[CH3:21]. The yield is 0.820.